This data is from Reaction yield outcomes from USPTO patents with 853,638 reactions. The task is: Predict the reaction yield, written as a fraction of the theoretical maximum amount of product (1.0 means a 100% yield; for example, 0.34 means a 34% yield). (1) The reactants are O.[NH2:2][NH2:3].F[C:5]1[CH:12]=[CH:11][C:10]([C:13]2[CH:21]=[CH:20][CH:19]=[C:18]3[C:14]=2[CH:15]=[CH:16][NH:17]3)=[CH:9][C:6]=1[C:7]#[N:8]. The catalyst is C(O)CCC. The product is [NH:17]1[C:18]2[C:14](=[C:13]([C:10]3[CH:9]=[C:6]4[C:5](=[CH:12][CH:11]=3)[NH:3][N:2]=[C:7]4[NH2:8])[CH:21]=[CH:20][CH:19]=2)[CH:15]=[CH:16]1. The yield is 0.830. (2) The reactants are [H-].[Na+].[Cl:3][C:4]1[C:5]([CH:16]=[O:17])=[CH:6][NH:7][C:8]=1[C:9]1[CH:14]=[CH:13][CH:12]=[CH:11][C:10]=1[F:15].C1OCCOCCOCCOCCOC1.Cl.[N:34]1[CH:39]=[CH:38][CH:37]=[C:36]([S:40](Cl)(=[O:42])=[O:41])[CH:35]=1. The catalyst is O1CCCC1.O. The product is [Cl:3][C:4]1[C:5]([CH:16]=[O:17])=[CH:6][N:7]([S:40]([C:36]2[CH:35]=[N:34][CH:39]=[CH:38][CH:37]=2)(=[O:42])=[O:41])[C:8]=1[C:9]1[CH:14]=[CH:13][CH:12]=[CH:11][C:10]=1[F:15]. The yield is 0.780. (3) The reactants are C([Cl:4])(=O)C.[CH3:5][O:6][C:7]1[CH:12]=[C:11]([O:13][CH3:14])[CH:10]=[CH:9][C:8]=1[C:15]1[N:20]([CH2:21][C:22]([NH:24][CH2:25][CH2:26][NH:27]C(=O)OC(C)(C)C)=[O:23])[C:19](=[S:35])[NH:18][C:17](=[O:36])[CH:16]=1. The catalyst is C(O)C. The product is [ClH:4].[NH2:27][CH2:26][CH2:25][NH:24][C:22](=[O:23])[CH2:21][N:20]1[C:15]([C:8]2[CH:9]=[CH:10][C:11]([O:13][CH3:14])=[CH:12][C:7]=2[O:6][CH3:5])=[CH:16][C:17](=[O:36])[NH:18][C:19]1=[S:35]. The yield is 0.870. (4) The reactants are Br[C:2]1[S:6][C:5]([S:7]([N:10]2[CH:14]=[CH:13][CH:12]=[CH:11]2)(=[O:9])=[O:8])=[CH:4][CH:3]=1.[CH3:15][C:16]([CH3:20])([CH3:19])[C:17]#[CH:18].N1CCCCC1. The catalyst is O.[Cu](I)I. The product is [CH3:15][C:16]([CH3:20])([CH3:19])[C:17]#[C:18][C:2]1[S:6][C:5]([S:7]([N:10]2[CH:14]=[CH:13][CH:12]=[CH:11]2)(=[O:9])=[O:8])=[CH:4][CH:3]=1. The yield is 0.700. (5) The reactants are [H-].[Na+].[OH:3][CH:4]1[CH2:9][CH2:8][N:7]([CH3:10])[CH2:6][CH2:5]1.[Br:11][C:12]1[CH:13]=[C:14]([O:19][CH3:20])[CH:15]=[C:16](F)[CH:17]=1.O. The catalyst is CN(C=O)C. The product is [Br:11][C:12]1[CH:17]=[C:16]([CH:15]=[C:14]([O:19][CH3:20])[CH:13]=1)[O:3][CH:4]1[CH2:9][CH2:8][N:7]([CH3:10])[CH2:6][CH2:5]1. The yield is 0.500.